This data is from Forward reaction prediction with 1.9M reactions from USPTO patents (1976-2016). The task is: Predict the product of the given reaction. Given the reactants F[C:2]1[CH:7]=[C:6]([Cl:8])[CH:5]=[CH:4][C:3]=1[N+:9]([O-:11])=[O:10].C(N(CC)CC)C.O.[C:20]1([SH:26])[CH:25]=[CH:24][CH:23]=[CH:22][CH:21]=1, predict the reaction product. The product is: [Cl:8][C:6]1[CH:5]=[CH:4][C:3]([N+:9]([O-:11])=[O:10])=[C:2]([S:26][C:20]2[CH:25]=[CH:24][CH:23]=[CH:22][CH:21]=2)[CH:7]=1.